From a dataset of Reaction yield outcomes from USPTO patents with 853,638 reactions. Predict the reaction yield, written as a fraction of the theoretical maximum amount of product (1.0 means a 100% yield; for example, 0.34 means a 34% yield). The reactants are [CH:1]([N:4]1[CH:8]=[CH:7][C:6]([C:9]([OH:11])=[O:10])=[N:5]1)([CH3:3])[CH3:2].S(=O)(=O)(O)O.[CH3:17]O. No catalyst specified. The product is [CH:1]([N:4]1[CH:8]=[CH:7][C:6]([C:9]([O:11][CH3:17])=[O:10])=[N:5]1)([CH3:3])[CH3:2]. The yield is 0.760.